Task: Predict the reaction yield, written as a fraction of the theoretical maximum amount of product (1.0 means a 100% yield; for example, 0.34 means a 34% yield).. Dataset: Reaction yield outcomes from USPTO patents with 853,638 reactions (1) The reactants are Br[C:2]1[CH:11]=[N:10][CH:9]=[CH:8][C:3]=1[C:4]([O:6]C)=[O:5].[NH2:12][C:13]1[C:21]2[C:16](=[CH:17][CH:18]=[C:19]([C:22]([F:25])([F:24])[F:23])[CH:20]=2)[N:15]([CH3:26])[N:14]=1. No catalyst specified. The product is [F:25][C:22]([F:23])([F:24])[C:19]1[CH:20]=[C:21]2[C:16](=[CH:17][CH:18]=1)[N:15]([CH3:26])[N:14]=[C:13]2[NH:12][C:2]1[CH:11]=[N:10][CH:9]=[CH:8][C:3]=1[C:4]([OH:6])=[O:5]. The yield is 0.440. (2) The reactants are [Br:1][C:2]1[CH:3]=[C:4]([C:14]([O:16]C)=[O:15])[C:5]2[CH:6]=[CH:7][N:8]([CH:11]([CH3:13])[CH3:12])[C:9]=2[CH:10]=1.[OH-].[Na+].Cl. The catalyst is CO.O1CCCC1.O. The product is [Br:1][C:2]1[CH:3]=[C:4]([C:14]([OH:16])=[O:15])[C:5]2[CH:6]=[CH:7][N:8]([CH:11]([CH3:13])[CH3:12])[C:9]=2[CH:10]=1. The yield is 0.990. (3) No catalyst specified. The yield is 0.460. The product is [CH2:12]([N:9]1[CH2:10][CH2:11][N:7]([C:5]2[S:4][C:3]([C:24]([NH:49][CH2:50][C:51]3[CH:52]=[N:53][CH:54]=[CH:55][CH:56]=3)=[O:25])=[C:2]([CH3:1])[CH:6]=2)[C:8]1=[O:23])[C:13]1[CH:18]=[CH:17][CH:16]=[CH:15][CH:14]=1. The reactants are [CH3:1][C:2]1[CH:6]=[C:5]([N:7]2[CH2:11][CH2:10][N:9]([CH2:12][C:13]3[CH:18]=[CH:17][C:16](C(F)(F)F)=[CH:15][CH:14]=3)[C:8]2=[O:23])[S:4][C:3]=1[C:24](O)=[O:25].C(N1CCN(C2SC(C(O)=O)=C(C)C=2)C1=O)C1C=CC=CC=1.[NH2:49][CH2:50][C:51]1[CH:52]=[N:53][CH:54]=[CH:55][CH:56]=1.